This data is from Reaction yield outcomes from USPTO patents with 853,638 reactions. The task is: Predict the reaction yield, written as a fraction of the theoretical maximum amount of product (1.0 means a 100% yield; for example, 0.34 means a 34% yield). The reactants are [CH2:1]1[CH:5]2[CH:6]3[CH:10]=[CH:9][CH:8]([CH:4]2C=C1)C3.C(C(Cl)C1C=CC=CC=1)=C.[N+]([C:24]1C=C([N+]([O-])=O)C=C[C:25]=1[OH:33])([O-])=O.[OH-].[Na+].Cl. The catalyst is [Br-].C([N+](CCCC)(CCCC)CCCC)CCC.C1(C)C=CC=CC=1.C(C(C)=O)C. The product is [CH:25]([O:33][CH2:1][C:5]1[CH:4]=[CH:8][CH:9]=[CH:10][CH:6]=1)=[CH2:24]. The yield is 0.950.